From a dataset of Forward reaction prediction with 1.9M reactions from USPTO patents (1976-2016). Predict the product of the given reaction. (1) Given the reactants [N+:1]([C:4]1[CH:9]=[CH:8][C:7]([CH2:10][C:11]([NH:13][C:14]2[CH:22]=[CH:21][CH:20]=[CH:19][C:15]=2[C:16]([OH:18])=[O:17])=O)=[CH:6][CH:5]=1)([O-:3])=[O:2], predict the reaction product. The product is: [N+:1]([C:4]1[CH:9]=[CH:8][C:7]([CH2:10][C:11]2[O:17][C:16](=[O:18])[C:15]3[CH:19]=[CH:20][CH:21]=[CH:22][C:14]=3[N:13]=2)=[CH:6][CH:5]=1)([O-:3])=[O:2]. (2) Given the reactants C(OC([N:8]1[C:16]2[C:11](=[CH:12][CH:13]=[CH:14][CH:15]=2)[CH:10]=[C:9]1[C:17]1[CH:22]=[CH:21][C:20]([Cl:23])=[C:19]([S:24](=[O:37])(=[O:36])[NH:25][CH2:26][CH2:27][C:28]2[CH:33]=[CH:32][CH:31]=[CH:30][C:29]=2[O:34][CH3:35])[CH:18]=1)=O)(C)(C)C, predict the reaction product. The product is: [Cl:23][C:20]1[CH:21]=[CH:22][C:17]([C:9]2[NH:8][C:16]3[C:11]([CH:10]=2)=[CH:12][CH:13]=[CH:14][CH:15]=3)=[CH:18][C:19]=1[S:24]([NH:25][CH2:26][CH2:27][C:28]1[CH:33]=[CH:32][CH:31]=[CH:30][C:29]=1[O:34][CH3:35])(=[O:36])=[O:37]. (3) Given the reactants FC(F)(F)C(O)=O.[CH2:8]([O:12][C:13]1[NH:14][C:15]([NH2:24])=[C:16]2[C:20]([N:21]=1)=[N:19][C:18]([O:22][CH3:23])=[N:17]2)[CH2:9][CH2:10][CH3:11].Br[CH2:26][CH2:27][CH2:28][CH2:29][CH:30]1[CH2:35][CH2:34][O:33][C:32]([CH3:37])([CH3:36])[CH2:31]1, predict the reaction product. The product is: [CH2:8]([O:12][C:13]1[N:21]=[C:20]2[C:16]([N:17]=[C:18]([O:22][CH3:23])[N:19]2[CH2:26][CH2:27][CH2:28][CH2:29][CH:30]2[CH2:35][CH2:34][O:33][C:32]([CH3:36])([CH3:37])[CH2:31]2)=[C:15]([NH2:24])[N:14]=1)[CH2:9][CH2:10][CH3:11]. (4) Given the reactants Cl[C:2]1[N:3]=[C:4]([N:21]2[CH2:26][CH2:25][CH:24]([CH2:27][NH:28]C(=O)OC(C)(C)C)[CH2:23][CH2:22]2)[C:5]2[CH:10]=[CH:9][N:8]([S:11]([C:14]3[CH:20]=[CH:19][C:17]([CH3:18])=[CH:16][CH:15]=3)(=[O:13])=[O:12])[C:6]=2[N:7]=1.[NH2:36][C:37]1[CH:42]=[CH:41][C:40]([N:43]2[CH2:48][CH2:47][N:46]([C:49](=[O:51])[CH3:50])[CH2:45][CH2:44]2)=[CH:39][CH:38]=1.C[Si](Cl)(C)C, predict the reaction product. The product is: [NH2:28][CH2:27][CH:24]1[CH2:25][CH2:26][N:21]([C:4]2[C:5]3[CH:10]=[CH:9][N:8]([S:11]([C:14]4[CH:15]=[CH:16][C:17]([CH3:18])=[CH:19][CH:20]=4)(=[O:13])=[O:12])[C:6]=3[N:7]=[C:2]([NH:36][C:37]3[CH:38]=[CH:39][C:40]([N:43]4[CH2:44][CH2:45][N:46]([C:49](=[O:51])[CH3:50])[CH2:47][CH2:48]4)=[CH:41][CH:42]=3)[N:3]=2)[CH2:22][CH2:23]1. (5) Given the reactants [NH2:1][CH2:2][C@H:3]([C:5]1[CH:10]=[CH:9][CH:8]=[CH:7][CH:6]=1)[OH:4].[Br:11][CH2:12][C:13](Br)=[O:14], predict the reaction product. The product is: [Br:11][CH2:12][C:13]([NH:1][CH2:2][C@@H:3]([OH:4])[C:5]1[CH:10]=[CH:9][CH:8]=[CH:7][CH:6]=1)=[O:14]. (6) Given the reactants [CH2:1]([O:8][C:9]1[CH:10]=[C:11]([CH:14]=[CH:15][C:16]=1[CH3:17])[CH:12]=[O:13])[C:2]1[CH:7]=[CH:6][CH:5]=[CH:4][CH:3]=1.CO.[Br:20]Br.O, predict the reaction product. The product is: [CH2:1]([O:8][C:9]1[C:16]([CH3:17])=[CH:15][C:14]([Br:20])=[C:11]([CH:10]=1)[CH:12]=[O:13])[C:2]1[CH:3]=[CH:4][CH:5]=[CH:6][CH:7]=1. (7) Given the reactants [C:1]([O:5][C:6]([N:8]([CH2:15][C:16]1[CH:17]=[C:18]([CH:23]=[CH:24][CH:25]=1)[C:19]([O:21]C)=[O:20])[CH:9]1[CH2:14][CH2:13][O:12][CH2:11][CH2:10]1)=[O:7])([CH3:4])([CH3:3])[CH3:2].[OH-].[Na+], predict the reaction product. The product is: [C:1]([O:5][C:6]([N:8]([CH2:15][C:16]1[CH:17]=[C:18]([CH:23]=[CH:24][CH:25]=1)[C:19]([OH:21])=[O:20])[CH:9]1[CH2:10][CH2:11][O:12][CH2:13][CH2:14]1)=[O:7])([CH3:4])([CH3:2])[CH3:3]. (8) Given the reactants C([SnH](CCCC)CCCC)CCC.Br[C@@H:15]1[C@@H:20]([OH:21])[CH2:19][CH2:18][CH2:17][C@H:16]1[N:22]1[C:30](=[O:31])[C:29]2[C:24](=[CH:25][CH:26]=[CH:27][CH:28]=2)[C:23]1=[O:32], predict the reaction product. The product is: [OH:21][C@@H:20]1[CH2:19][CH2:18][CH2:17][C@H:16]([N:22]2[C:23](=[O:32])[C:24]3[C:29](=[CH:28][CH:27]=[CH:26][CH:25]=3)[C:30]2=[O:31])[CH2:15]1.